This data is from Reaction yield outcomes from USPTO patents with 853,638 reactions. The task is: Predict the reaction yield, written as a fraction of the theoretical maximum amount of product (1.0 means a 100% yield; for example, 0.34 means a 34% yield). (1) The yield is 0.950. The reactants are [C:1]([O:5][C:6](=[O:21])[NH:7][C@H:8]([C:18](F)=[O:19])[CH2:9][C:10]1[CH:15]=[CH:14][CH:13]=[CH:12][C:11]=1[C:16]#[N:17])([CH3:4])([CH3:3])[CH3:2].[CH3:22][O:23][C:24]([C:26]1[N:27]=[C:28]([NH2:31])[S:29][CH:30]=1)=[O:25]. The product is [CH3:22][O:23][C:24]([C:26]1[N:27]=[C:28]([NH:31][C:18](=[O:19])[C@@H:8]([NH:7][C:6]([O:5][C:1]([CH3:4])([CH3:3])[CH3:2])=[O:21])[CH2:9][C:10]2[CH:15]=[CH:14][CH:13]=[CH:12][C:11]=2[C:16]#[N:17])[S:29][CH:30]=1)=[O:25]. The catalyst is O1CCOCC1. (2) The reactants are Cl[C:2]1[N:7]=[C:6]([N:8]2[CH2:13][CH2:12][O:11][CH2:10][CH2:9]2)[N:5]=[C:4]([N:14]2[C:18]3[CH:19]=[C:20]([NH:25][C:26](=[O:32])[O:27][C:28]([CH3:31])([CH3:30])[CH3:29])[CH:21]=[C:22]([O:23][CH3:24])[C:17]=3[N:16]=[C:15]2[CH:33]([F:35])[F:34])[N:3]=1.[CH3:36][S:37]([N:40]1[CH2:45][CH2:44][NH:43][CH2:42][CH2:41]1)(=[O:39])=[O:38].CCN(C(C)C)C(C)C. The catalyst is C1COCC1. The product is [F:35][CH:33]([F:34])[C:15]1[N:14]([C:4]2[N:3]=[C:2]([N:43]3[CH2:44][CH2:45][N:40]([S:37]([CH3:36])(=[O:39])=[O:38])[CH2:41][CH2:42]3)[N:7]=[C:6]([N:8]3[CH2:9][CH2:10][O:11][CH2:12][CH2:13]3)[N:5]=2)[C:18]2[CH:19]=[C:20]([NH:25][C:26](=[O:32])[O:27][C:28]([CH3:29])([CH3:31])[CH3:30])[CH:21]=[C:22]([O:23][CH3:24])[C:17]=2[N:16]=1. The yield is 0.790. (3) The reactants are [CH:1]1([C:11]([O:13]CC)=O)[CH2:5][CH2:4][CH2:3][CH:2]1[C:6](OCC)=[O:7].[NH3:16]. No catalyst specified. The product is [C:6]1(=[O:7])[CH:2]2[CH2:3][CH2:4][CH2:5][CH:1]2[C:11](=[O:13])[NH:16]1. The yield is 0.960. (4) The reactants are Br[CH2:2][C:3]1[C:13]([Cl:14])=[N:12][CH:11]=[CH:10][C:4]=1[C:5]([O:7]CC)=O.[CH3:15][C:16]1[CH:17]=[C:18]([CH2:30][NH2:31])[CH:19]=[N:20][C:21]=1[O:22][CH2:23][C:24]([F:29])([F:28])[CH:25]([F:27])[F:26]. No catalyst specified. The product is [Cl:14][C:13]1[C:3]2[CH2:2][N:31]([CH2:30][C:18]3[CH:19]=[N:20][C:21]([O:22][CH2:23][C:24]([F:29])([F:28])[CH:25]([F:27])[F:26])=[C:16]([CH3:15])[CH:17]=3)[C:5](=[O:7])[C:4]=2[CH:10]=[CH:11][N:12]=1. The yield is 0.710. (5) The reactants are [N:1]1([C:7](=[S:11])[CH2:8][C:9]#[N:10])[CH2:6][CH2:5][O:4][CH2:3][CH2:2]1.[Cl:12][C:13]1[CH:21]=[C:20]([Cl:22])[CH:19]=[CH:18][C:14]=1[C:15](Cl)=O.CCN(C(C)C)C(C)C.I[CH2:33][C:34]([O:36][CH2:37][CH3:38])=[O:35]. The catalyst is C(#N)C. The product is [C:9]([C:8]1[C:15]([C:14]2[CH:18]=[CH:19][C:20]([Cl:22])=[CH:21][C:13]=2[Cl:12])=[C:33]([C:34]([O:36][CH2:37][CH3:38])=[O:35])[S:11][C:7]=1[N:1]1[CH2:6][CH2:5][O:4][CH2:3][CH2:2]1)#[N:10]. The yield is 0.280. (6) The reactants are S(Cl)(Cl)=O.[Br:5][CH2:6][C@@:7]([OH:12])([CH3:11])[C:8](O)=[O:9].CCN(CC)CC.[NH2:20][C:21]1[CH:22]=[CH:23][C:24]([C:31]#[N:32])=[C:25]([C:27]([F:30])([F:29])[F:28])[CH:26]=1. The catalyst is C1COCC1.O. The product is [Br:5][CH2:6][C@@:7]([OH:12])([CH3:11])[C:8]([NH:20][C:21]1[CH:22]=[CH:23][C:24]([C:31]#[N:32])=[C:25]([C:27]([F:28])([F:29])[F:30])[CH:26]=1)=[O:9]. The yield is 0.739. (7) The catalyst is CO.O. The reactants are [CH:1]1([CH2:4][CH:5]([C:22]2[CH:31]=[CH:30][C:25]([C:26](OC)=[O:27])=[CH:24][CH:23]=2)[O:6][C:7]2[CH:12]=[CH:11][C:10]([N:13]3[CH:17]=[C:16]([C:18]([F:21])([F:20])[F:19])[CH:15]=[N:14]3)=[CH:9][CH:8]=2)[CH2:3][CH2:2]1.O.[OH-].[Li+].Cl.F[P-](F)(F)(F)(F)F.N1(OC(N(C)C)=[N+](C)C)C2N=CC=CC=2N=N1.CN1CCOCC1.[NH2:67][CH2:68][CH2:69][C:70]([O:72][CH3:73])=[O:71]. The product is [CH:1]1([CH2:4][CH:5]([C:22]2[CH:31]=[CH:30][C:25]([C:26]([NH:67][CH2:68][CH2:69][C:70]([O:72][CH3:73])=[O:71])=[O:27])=[CH:24][CH:23]=2)[O:6][C:7]2[CH:8]=[CH:9][C:10]([N:13]3[CH:17]=[C:16]([C:18]([F:20])([F:21])[F:19])[CH:15]=[N:14]3)=[CH:11][CH:12]=2)[CH2:3][CH2:2]1. The yield is 0.760.